Dataset: Forward reaction prediction with 1.9M reactions from USPTO patents (1976-2016). Task: Predict the product of the given reaction. (1) Given the reactants FC(F)(F)C(O)=O.C(OC([N:15]1[CH2:21][CH2:20][CH2:19][CH:18]([N:22]([CH2:28][C:29]2[CH:34]=[C:33]([C:35]([F:38])([F:37])[F:36])[CH:32]=[C:31]([C:39]([F:42])([F:41])[F:40])[CH:30]=2)[C:23]2[NH:27][N:26]=[N:25][N:24]=2)[C:17]2[CH:43]=[C:44]([CH3:51])[C:45]([C:47]([F:50])([F:49])[F:48])=[CH:46][C:16]1=2)=O)(C)(C)C.C(=O)([O-])[O-].[Na+].[Na+], predict the reaction product. The product is: [F:42][C:39]([F:40])([F:41])[C:31]1[CH:30]=[C:29]([CH:34]=[C:33]([C:35]([F:36])([F:37])[F:38])[CH:32]=1)[CH2:28][N:22]([CH:18]1[CH2:19][CH2:20][CH2:21][NH:15][C:16]2[CH:46]=[C:45]([C:47]([F:48])([F:49])[F:50])[C:44]([CH3:51])=[CH:43][C:17]1=2)[C:23]1[NH:27][N:26]=[N:25][N:24]=1. (2) Given the reactants [Br:1][C:2]1[CH:3]=[CH:4][C:5]([O:8][C:9]2[CH:10]=[C:11]([CH:26]=[CH:27][CH:28]=2)[CH:12]=[C:13]2[CH2:18][CH2:17][N:16](C(OC(C)(C)C)=O)[CH2:15][CH2:14]2)=[N:6][CH:7]=1.[F:29][C:30]([F:35])([F:34])[C:31]([OH:33])=[O:32].C1(C)C=CC=CC=1, predict the reaction product. The product is: [F:29][C:30]([F:35])([F:34])[C:31]([OH:33])=[O:32].[Br:1][C:2]1[CH:3]=[CH:4][C:5]([O:8][C:9]2[CH:28]=[CH:27][CH:26]=[C:11]([CH:12]=[C:13]3[CH2:14][CH2:15][NH:16][CH2:17][CH2:18]3)[CH:10]=2)=[N:6][CH:7]=1. (3) Given the reactants [CH3:1][S:2][C:3]1[CH:10]=[CH:9][CH:8]=[CH:7][C:4]=1[CH:5]=O.[O:11]1[C:17]2[CH:18]=[CH:19][C:20]([S:22]([NH2:25])(=[O:24])=[O:23])=[CH:21][C:16]=2[O:15][CH2:14][CH2:13][CH2:12]1.O.[O-2].[O-2].[O-2].O=[Si]=O.O=[Si]=O.O=[Si]=O.O=[Si]=O.[Al+3].[Al+3], predict the reaction product. The product is: [CH3:1][S:2][C:3]1[CH:10]=[CH:9][CH:8]=[CH:7][C:4]=1[CH:5]=[N:25][S:22]([C:20]1[CH:19]=[CH:18][C:17]2[O:11][CH2:12][CH2:13][CH2:14][O:15][C:16]=2[CH:21]=1)(=[O:23])=[O:24]. (4) Given the reactants Br[C:2]1[CH:10]=[CH:9][C:8]([O:11][CH3:12])=[CH:7][C:3]=1[C:4]([OH:6])=[O:5].C([Li])CCC.[Cl:18][C:19]1[CH:30]=[CH:29][C:22]([C:23](N(OC)C)=[O:24])=[CH:21][CH:20]=1, predict the reaction product. The product is: [Cl:18][C:19]1[CH:30]=[CH:29][C:22]([C:23]([C:2]2[CH:10]=[CH:9][C:8]([O:11][CH3:12])=[CH:7][C:3]=2[C:4]([OH:6])=[O:5])=[O:24])=[CH:21][CH:20]=1. (5) Given the reactants [O:1]1[C:10]2[C:5](=[CH:6][CH:7]=[CH:8][CH:9]=2)[CH:4]([CH2:11][C:12]#[N:13])[CH2:3][CH2:2]1.[C:14](OC(=O)C)(=[O:16])[CH3:15].C([O-])(=O)C.[Na+], predict the reaction product. The product is: [O:1]1[C:10]2[C:5](=[CH:6][CH:7]=[CH:8][CH:9]=2)[CH:4]([CH2:11][CH2:12][NH:13][C:14](=[O:16])[CH3:15])[CH2:3][CH2:2]1.